From a dataset of Peptide-MHC class I binding affinity with 185,985 pairs from IEDB/IMGT. Regression. Given a peptide amino acid sequence and an MHC pseudo amino acid sequence, predict their binding affinity value. This is MHC class I binding data. The peptide sequence is TLKDGDFIL. The MHC is HLA-A02:01 with pseudo-sequence HLA-A02:01. The binding affinity (normalized) is 1.00.